From a dataset of Reaction yield outcomes from USPTO patents with 853,638 reactions. Predict the reaction yield, written as a fraction of the theoretical maximum amount of product (1.0 means a 100% yield; for example, 0.34 means a 34% yield). The reactants are [NH2:1][C:2]1[CH:7]=[C:6]([Cl:8])[C:5]([Br:9])=[CH:4]C=1O.[Yb+3].FC(F)(F)S([O-])(=O)=O.FC(F)(F)S([O-])(=O)=O.F[C:29](F)(F)S([O-])(=O)=O.[CH:36](OC)(OC)[O:37][CH3:38]. The catalyst is CCO. The product is [Br:9][C:5]1[C:6]([Cl:8])=[CH:7][C:2]2[N:1]=[C:36]([CH3:29])[O:37][C:38]=2[CH:4]=1. The yield is 0.903.